From a dataset of Reaction yield outcomes from USPTO patents with 853,638 reactions. Predict the reaction yield, written as a fraction of the theoretical maximum amount of product (1.0 means a 100% yield; for example, 0.34 means a 34% yield). The reactants are [C:1]([O:5][C:6]1[C:7]([CH:13]=[O:14])=[N:8][CH:9]=[C:10](Cl)[N:11]=1)([CH3:4])([CH3:3])[CH3:2].[F-:15].[K+].C1OCCOCCOCCOCCOCCOC1.C(OCC)C. The product is [C:1]([O:5][C:6]1[C:7]([CH:13]=[O:14])=[N:8][CH:9]=[C:10]([F:15])[N:11]=1)([CH3:4])([CH3:3])[CH3:2]. The catalyst is C(#N)C.[Br-].C1([P+](C2C=CC=CC=2)(C2C=CC=CC=2)C2C=CC=CC=2)C=CC=CC=1. The yield is 0.0300.